Dataset: Catalyst prediction with 721,799 reactions and 888 catalyst types from USPTO. Task: Predict which catalyst facilitates the given reaction. (1) Reactant: [NH2:1][C:2]1[CH:7]=[C:6](Cl)[CH:5]=[CH:4][N:3]=1.Cl.N1C=CC=CC=1.[C:16]1([NH:22][C:23]([N:25]2[C:33]3[C:28](=[CH:29][C:30]([NH2:34])=[CH:31][CH:32]=3)[CH:27]=[CH:26]2)=[O:24])[CH:21]=[CH:20][CH:19]=[CH:18][CH:17]=1. Product: [C:16]1([NH:22][C:23]([N:25]2[C:33]3[C:28](=[CH:29][C:30]([NH:34][C:6]4[CH:5]=[CH:4][N:3]=[C:2]([NH2:1])[CH:7]=4)=[CH:31][CH:32]=3)[CH:27]=[CH:26]2)=[O:24])[CH:17]=[CH:18][CH:19]=[CH:20][CH:21]=1. The catalyst class is: 60. (2) Reactant: Cl[CH:2]([C:14]1[CH:19]=[CH:18][CH:17]=[CH:16][CH:15]=1)[C:3]([C:5]1[C:13]2[C:8](=[CH:9][CH:10]=[CH:11][CH:12]=2)[NH:7][CH:6]=1)=[O:4].[F:20][C:21]1[CH:22]=[C:23]([CH:25]=[CH:26][C:27]=1[F:28])[NH2:24].CCN(C(C)C)C(C)C. Product: [F:20][C:21]1[CH:22]=[C:23]([NH:24][CH:2]([C:14]2[CH:19]=[CH:18][CH:17]=[CH:16][CH:15]=2)[C:3]([C:5]2[C:13]3[C:8](=[CH:9][CH:10]=[CH:11][CH:12]=3)[NH:7][CH:6]=2)=[O:4])[CH:25]=[CH:26][C:27]=1[F:28]. The catalyst class is: 3. (3) Reactant: [CH3:1][C:2]1[NH:3][CH:4]=[C:5]([C:7](=[O:9])[CH3:8])[N:6]=1.C(N(CC)CC)C.[CH3:17][C:18]1[CH:23]=[CH:22][C:21]([S:24](Cl)(=[O:26])=[O:25])=[CH:20][CH:19]=1.C(OCC)(=O)C. Product: [CH3:1][C:2]1[N:3]([S:24]([C:21]2[CH:22]=[CH:23][C:18]([CH3:17])=[CH:19][CH:20]=2)(=[O:26])=[O:25])[CH:4]=[C:5]([C:7](=[O:9])[CH3:8])[N:6]=1. The catalyst class is: 46. (4) Reactant: [OH:1][C:2]1[CH:3]=[C:4]([C:12]([O:14]C)=O)[CH:5]=[C:6]([CH:11]=1)[C:7]([O:9]C)=O.I[CH:17]([CH3:19])[CH3:18].C(=O)([O-])[O-].[K+].[K+].[H-].[Al+3].[Li+].[H-].[H-].[H-].O.O.O.O.O.O.O.O.O.O.S([O-])([O-])(=O)=O.[Na+].[Na+]. Product: [CH:17]([O:1][C:2]1[CH:11]=[C:6]([CH2:7][OH:9])[CH:5]=[C:4]([CH2:12][OH:14])[CH:3]=1)([CH3:19])[CH3:18]. The catalyst class is: 782. (5) Reactant: [CH2:1]([C@H:3]1[C@@H:7]([C:8]2[N:12]3[C:13]4[CH:19]=[CH:18][NH:17][C:14]=4[N:15]=[CH:16][C:11]3=[N:10][N:9]=2)[CH2:6][C@@H:5]([CH2:20][C:21](OCC)=[O:22])[CH2:4]1)[CH3:2].O[NH:27]/[C:28](=[N:32]\[H])/[CH2:29][O:30][CH3:31].C([O-])([O-])=O.[K+].[K+]. Product: [CH2:1]([C@H:3]1[C@@H:7]([C:8]2[N:12]3[C:13]4[CH:19]=[CH:18][NH:17][C:14]=4[N:15]=[CH:16][C:11]3=[N:10][N:9]=2)[CH2:6][C@@H:5]([CH2:20][C:21]2[O:22][N:32]=[C:28]([CH2:29][O:30][CH3:31])[N:27]=2)[CH2:4]1)[CH3:2]. The catalyst class is: 224.